From a dataset of Catalyst prediction with 721,799 reactions and 888 catalyst types from USPTO. Predict which catalyst facilitates the given reaction. (1) Reactant: [CH2:1]([O:8][C:9]([NH:11][C@@H:12]1[CH2:17][N:16]([C:18]([O:20][C:21]([CH3:24])([CH3:23])[CH3:22])=[O:19])[CH2:15][C@H:14]([C:25]([OH:27])=O)[CH2:13]1)=[O:10])[C:2]1[CH:7]=[CH:6][CH:5]=[CH:4][CH:3]=1.[NH:28]1[CH2:33][CH2:32][O:31][CH2:30][CH2:29]1.N1(O)C2C=CC=CC=2N=N1.CCN=C=NCCCN(C)C.Cl. Product: [CH2:1]([O:8][C:9]([NH:11][C@H:12]1[CH2:13][C@@H:14]([C:25]([N:28]2[CH2:33][CH2:32][O:31][CH2:30][CH2:29]2)=[O:27])[CH2:15][N:16]([C:18]([O:20][C:21]([CH3:22])([CH3:24])[CH3:23])=[O:19])[CH2:17]1)=[O:10])[C:2]1[CH:7]=[CH:6][CH:5]=[CH:4][CH:3]=1. The catalyst class is: 851. (2) Reactant: [ClH:1].[CH2:2]([O:4][CH2:5][C@@H:6]1[CH2:11][CH2:10][CH2:9][N:8]([CH2:12][C@H:13]2[CH2:18][CH2:17][CH2:16][CH2:15][C@@H:14]2[NH:19][C:20]([C:22]2[CH:36]=[CH:35][C:25]([CH2:26][NH:27]C(=O)OC(C)(C)C)=[CH:24][CH:23]=2)=[O:21])[CH2:7]1)[CH3:3]. Product: [ClH:1].[NH2:27][CH2:26][C:25]1[CH:24]=[CH:23][C:22]([C:20]([NH:19][C@H:14]2[CH2:15][CH2:16][CH2:17][CH2:18][C@@H:13]2[CH2:12][N:8]2[CH2:9][CH2:10][CH2:11][C@@H:6]([CH2:5][O:4][CH2:2][CH3:3])[CH2:7]2)=[O:21])=[CH:36][CH:35]=1. The catalyst class is: 12. (3) Reactant: C(OC([N:8]1[CH2:13][CH2:12][CH2:11][C@H:10]([C:14]2[O:18][N:17]=[C:16]([O:19][C:20]3[CH:25]=[CH:24][CH:23]=[CH:22][CH:21]=3)[N:15]=2)[CH2:9]1)=O)(C)(C)C.[ClH:26]. Product: [ClH:26].[O:19]([C:16]1[N:15]=[C:14]([C@H:10]2[CH2:11][CH2:12][CH2:13][NH:8][CH2:9]2)[O:18][N:17]=1)[C:20]1[CH:21]=[CH:22][CH:23]=[CH:24][CH:25]=1. The catalyst class is: 12.